Task: Predict the product of the given reaction.. Dataset: Forward reaction prediction with 1.9M reactions from USPTO patents (1976-2016) (1) Given the reactants F[C:2]1[CH:3]=[CH:4][C:5]([O:18][CH3:19])=[C:6]([CH:8]([OH:17])[C:9]#[C:10][C:11]2[CH:16]=[CH:15][CH:14]=[CH:13][CH:12]=2)[CH:7]=1.[F:20]C1C=CC=C(OC)C=1C=O, predict the reaction product. The product is: [F:20][C:7]1[CH:2]=[CH:3][CH:4]=[C:5]([O:18][CH3:19])[C:6]=1[CH:8]([OH:17])[C:9]#[C:10][C:11]1[CH:16]=[CH:15][CH:14]=[CH:13][CH:12]=1. (2) Given the reactants [CH3:1][N:2]([CH3:8])[CH2:3][CH:4]([OH:7])[CH2:5][OH:6].[OH-].[K+].CS(O[CH2:16][CH2:17][CH2:18][CH2:19][CH2:20][CH2:21][CH2:22][CH2:23][CH2:24][CH2:25][CH2:26][CH2:27][CH2:28][CH2:29][CH2:30][CH3:31])(=O)=O.O, predict the reaction product. The product is: [CH2:16]([O:7][CH:4]([CH2:5][O:6][CH2:31][CH2:30][CH2:29][CH2:28][CH2:27][CH2:26][CH2:25][CH2:24][CH2:23][CH2:22][CH2:21][CH2:20][CH2:19][CH2:18][CH2:17][CH3:16])[CH2:3][N:2]([CH3:8])[CH3:1])[CH2:17][CH2:18][CH2:19][CH2:20][CH2:21][CH2:22][CH2:23][CH2:24][CH2:25][CH2:26][CH2:27][CH2:28][CH2:29][CH2:30][CH3:31]. (3) Given the reactants [F:1][C:2]([F:36])([F:35])[C:3]1[CH:4]=[C:5]([C:9]#[C:10][C:11]2[N:15]3[CH:16]=[CH:17][CH:18]=[CH:19][C:14]3=[N:13][C:12]=2[CH2:20][NH:21][C:22](=[O:34])[NH:23][C:24]2[CH:25]=[C:26]([CH:31]=[CH:32][CH:33]=2)[C:27]([O:29]C)=[O:28])[CH:6]=[CH:7][CH:8]=1.[OH-].[Na+].C(O)(=O)C, predict the reaction product. The product is: [F:36][C:2]([F:1])([F:35])[C:3]1[CH:4]=[C:5]([C:9]#[C:10][C:11]2[N:15]3[CH:16]=[CH:17][CH:18]=[CH:19][C:14]3=[N:13][C:12]=2[CH2:20][NH:21][C:22](=[O:34])[NH:23][C:24]2[CH:25]=[C:26]([CH:31]=[CH:32][CH:33]=2)[C:27]([OH:29])=[O:28])[CH:6]=[CH:7][CH:8]=1. (4) Given the reactants [NH:1]1[CH2:4][CH:3]([O:5][C:6]2[CH:11]=[CH:10][C:9]([CH2:12][N:13]([CH3:15])[CH3:14])=[CH:8][CH:7]=2)[CH2:2]1.[C:16]1([C:22]2[O:26][C:25]([C:27](OCC)=[O:28])=[N:24][N:23]=2)[CH:21]=[CH:20][CH:19]=[CH:18][CH:17]=1, predict the reaction product. The product is: [CH3:14][N:13]([CH2:12][C:9]1[CH:8]=[CH:7][C:6]([O:5][CH:3]2[CH2:2][N:1]([C:27]([C:25]3[O:26][C:22]([C:16]4[CH:17]=[CH:18][CH:19]=[CH:20][CH:21]=4)=[N:23][N:24]=3)=[O:28])[CH2:4]2)=[CH:11][CH:10]=1)[CH3:15].